This data is from Experimentally validated miRNA-target interactions with 360,000+ pairs, plus equal number of negative samples. The task is: Binary Classification. Given a miRNA mature sequence and a target amino acid sequence, predict their likelihood of interaction. (1) The miRNA is hsa-miR-1249-5p with sequence AGGAGGGAGGAGAUGGGCCAAGUU. The protein sequence of the target gene is MPSVSKAAAAALSGSPPQTEKPTHYRYLKEFRTEQCPLFSQHKCAQHRPFTCFHWHFLNQRRRRPLRRRDGTFNYSPDVYCSKYNEATGVCPDGDECPYLHRTTGDTERKYHLRYYKTGTCIHETDARGHCVKNGLHCAFAHGPLDLRPPVCDVRELQAQEALQNGQLGGGEGVPDLQPGVLASQAMIEKILSEDPRWQDANFVLGSYKTEQCPKPPRLCRQGYACPHYHNSRDRRRNPRRFQYRSTPCPSVKHGDEWGEPSRCDGGDGCQYCHSRTEQQFHPESTKCNDMRQTGYCPRG.... Result: 0 (no interaction). (2) The miRNA is hsa-miR-4690-5p with sequence GAGCAGGCGAGGCUGGGCUGAA. The protein sequence of the target gene is MLDGSPLARWLAAAFGLTLLLAALRPSAAYFGLTGSEPLTILPLTLEPEAAAQAHYKACDRLKLERKQRRMCRRDPGVAETLVEAVSMSALECQFQFRFERWNCTLEGRYRASLLKRGFKETAFLYAISSAGLTHALAKACSAGRMERCTCDEAPDLENREAWQWGGCGDNLKYSSKFVKEFLGRRSSKDLRARVDFHNNLVGVKVIKAGVETTCKCHGVSGSCTVRTCWRQLAPFHEVGKHLKHKYETALKVGSTTNEAAGEAGAISPPRGRASGAGGSDPLPRTPELVHLDDSPSFCL.... Result: 0 (no interaction). (3) The protein sequence of the target gene is MSRYSYQSLLDWLYGGVDPSFAGNGGPDCAAFLSWQQRLLESVVVLTLALLEILVALRHILRQKEDGRGGRSSQPQQVTQRPEEGKESLSKNLLLVALCLIFGVEVGFKFATKTVIYLLNPCHLVTMMHIFLLACPPCPGATVIFKLQMHMLNGALLALLFPVVNTRLLPFELEIYYIQHAMLYVVPVYLLWKGGAYTPEPLCNFQWALLSTGLMFFYHFSFLQILGLVTEVNLNNMLCPAISDPFYGPWYRIWASGHQTLMTMTHGKLVILFSYMAGPLCKYLLDLLRLPAKKID. The miRNA is hsa-miR-6865-3p with sequence ACACCCUCUUUCCCUACCGCC. Result: 0 (no interaction). (4) The miRNA is hsa-miR-6071 with sequence UUCUGCUGCCGGCCAAGGC. The protein sequence of the target gene is MFAKLKKKIAEETAVAQRPGGATRIPRSVSKESVASMGADSGDDFASDGSSSREDLSSQLLRRNEQIRKLEARLSDYAEQVRNLQKIKEKLEIALEKHQDSSMRKFQEQNETFQANRAKMAEGLALALARKDQEWSEKMDQLEKEKNILTAQLQEMKNQSMNLFQRRDEMDELEGFQQQELSKIKHMLLKKEESLGKMEQELEARTRELSRTQEELMNSNQMSSDLSQKLEELQRHYSTLEEQRDHVIASKTGAESKITALEQKEQELQALIQQLSIDLQKVTAETQEKEDVITHLQEKV.... Result: 0 (no interaction). (5) The miRNA is hsa-miR-203b-3p with sequence UUGAACUGUUAAGAACCACUGGA. The protein sequence of the target gene is MNQNTTEPVAATETLAEVPEHVLRGLPEEVRLFPSAVDKTRIGVWATKPILKGKKFGPFVGDKKKRSQVKNNVYMWEVYYPNLGWMCIDATDPEKGNWLRYVNWACSGEEQNLFPLEINRAIYYKTLKPIAPGEELLVWYNGEDNPEIAAAIEEERASARSKRSSPKSRKGKKKSQENKNKGNKIQDIQLKTSEPDFTSANMRDSAEGPKEDEEKPSASALEQPATLQEVASQEVPPELATPAPAWEPQPEPDERLEAAACEVNDLGEEEEEEEEEDEEEEEDDDDDELEDEGEEEASMP.... Result: 1 (interaction). (6) The miRNA is hsa-miR-3927-5p with sequence GCCUAUCACAUAUCUGCCUGU. The protein sequence of the target gene is MATPYVPVPMPIGNSASSFTTNRNQRSSSFGSVSTSSNSSKGQLEDSNMGNFKQTSVPDQMDNTSSVCSSPLIRTKFTGTASSIEYSTRPRDTEEQNPETVNWEDRPSTPTILGYEVMEERAKFTVYKILVKKTPEESWVVFRRYTDFSRLNDKLKEMFPGFRLALPPKRWFKDNYNADFLEDRQLGLQAFLQNLVAHKDIANCLAVREFLCLDDPPGPFDSLEESRAFCETLEETNYRLQKELLEKQKEMESLKKLLSEKQLHIDTLENRIRTLSLEPEESLDVSETEGEQILKVESSA.... Result: 1 (interaction).